This data is from Experimentally validated miRNA-target interactions with 360,000+ pairs, plus equal number of negative samples. The task is: Binary Classification. Given a miRNA mature sequence and a target amino acid sequence, predict their likelihood of interaction. (1) The miRNA is rno-miR-187-3p with sequence UCGUGUCUUGUGUUGCAGCCGG. The protein sequence of the target gene is MRLLVLSSLLCILLLCFSIFSTEGKRRPAKAWSGRRTRLCCHRVPSPNSTNLKGHHVRLCKPCKLEPEPRLWVVPGALPQV. Result: 0 (no interaction). (2) The miRNA is hsa-miR-17-3p with sequence ACUGCAGUGAAGGCACUUGUAG. The protein sequence of the target gene is MEKLNLLGFLIITLNCNVTIMGMIWLIVEVLLRMLVVVLAGSPIYEDEQERFICNTLQPGCANVCYDLFSPVSPLRFWLVQSLALLLPSVVFGTYTLHRGAKLAAVGGACRPQVPDLSTAYLVHLLLRMLLEAGLAFLHYFLFGFSVPARVSCSHVPCSGAVDCYVSRPTEKSLLILFFWAVSALSFLLSLADLLWILPRRKTLRTTQWVNGEARPVCEVPAPPPCLLQNPQGYLSQGQVDQEDRQEEQVVPEFPCMWTAGQSDNSNVGQACVSGLLEHSDQDASEATSSAGDRLTVAHT.... Result: 0 (no interaction). (3) The miRNA is rno-miR-92b-3p with sequence UAUUGCACUCGUCCCGGCCUCC. The protein sequence of the target gene is MAARQAVGSGAQETCGLDRILEALKLLLSPGGSGSSSLQVTKHDVLLATLKSNLSALEDKFLKDPQWKNLKLLRDEIADKAEWPQNSVDVTWSFTSQTLLLLLCLKETMIRLAANFNPGKPNPRTPEVAPALSPDALSISQQKTVQFVLQFVVTLGICPYLMPGVGVPLRYRTEFGAVVQDVVCFDAAPDATRRLYTSCKALLNVAQHTSLGSLIFCHHFGDIAAGLCQLGFCPTKRKLLTPAEEVLTEEERTLSRGALRDMLDQVYQPLAVRELLILQGGPPQSCTDVKTQMRCRAPAW.... Result: 0 (no interaction).